From a dataset of CYP2C9 inhibition data for predicting drug metabolism from PubChem BioAssay. Regression/Classification. Given a drug SMILES string, predict its absorption, distribution, metabolism, or excretion properties. Task type varies by dataset: regression for continuous measurements (e.g., permeability, clearance, half-life) or binary classification for categorical outcomes (e.g., BBB penetration, CYP inhibition). Dataset: cyp2c9_veith. (1) The drug is O=C(COc1ccc(OCc2ccccc2)cc1)NC1CCOC1=O. The result is 0 (non-inhibitor). (2) The drug is COc1ccc(CNc2ccnc(-c3cccnc3)n2)c(OC)c1. The result is 0 (non-inhibitor). (3) The compound is Cc1ccc(NC(=O)CN(Cc2ccccc2)S(C)(=O)=O)cc1C. The result is 1 (inhibitor). (4) The molecule is O=C(CCCN1CCC(n2c(=O)[nH]c3ccccc32)CC1)c1ccc(F)cc1. The result is 0 (non-inhibitor). (5) The result is 0 (non-inhibitor). The compound is CCCOc1ccc(C(=O)OCCN(CC)CC)cc1N. (6) The molecule is CN(C)c1ncc2nc(-c3cccs3)c(=O)n(CCC#N)c2n1. The result is 0 (non-inhibitor).